From a dataset of Experimentally validated miRNA-target interactions with 360,000+ pairs, plus equal number of negative samples. Binary Classification. Given a miRNA mature sequence and a target amino acid sequence, predict their likelihood of interaction. (1) The miRNA is mmu-miR-3069-5p with sequence UUGGCAGUCAAGAUAUUGUUUAGC. The protein sequence of the target gene is MSRPSSTGPSANKPCSKQPPPQPQHTPSPAAPPAAATISAAGPGSSAVPAAAAVISGPGGGGGAGPVSPQHHELTSLFECPVCFDYVLPPILQCQAGHLVCNQCRQKLSCCPTCRGALTPSIRNLAMEKVASAVLFPCKYATTGCSLTLHHTEKPEHEDICEYRPYSCPCPGASCKWQGSLEAVMSHLMHAHKSITTLQGEDIVFLATDINLPGAVDWVMMQSCFGHHFMLVLEKQEKYEGHQQFFAIVLLIGTRKQAENFAYRLELNGNRRRLTWEATPRSIHDGVAAAIMNSDCLVFD.... Result: 0 (no interaction). (2) The miRNA is hsa-miR-4325 with sequence UUGCACUUGUCUCAGUGA. The protein sequence of the target gene is MNLQLVSWIGLISLICSVFGQTDKNRCLKANAKSCGECIQAGPNCGWCTNTTFLQEGMPTSARCDDLEALKKKGCQPSDIENPRGSQTIKKNKNVTNRSKGMAEKLRPEDITQIQPQQLLLKLRSGEPQKFTLKFKRAEDYPIDLYYLMDLSYSMKDDLENVKSLGTDLMNEMRRITSDFRIGFGSFVEKTVMPYISTTPAKLRNPCTSEQNCTSPFSYKNVLSLTDRGEFFNELVGQQRISGNLDSPEGGFDAIMQVAVCGSLIGWRNVTRLLVFSTDAGFHFAGDGKLGGIVLPNDGQ.... Result: 0 (no interaction). (3) The miRNA is hsa-miR-4497 with sequence CUCCGGGACGGCUGGGC. Result: 0 (no interaction). The protein sequence of the target gene is MGDPERPEAARPEKGEQLCSETEENVVRSNEEPLLRKSSRRFVIFPIQYPDIWRMYKQAQASFWTAEEVDLSKDLPHWNKLKSDEKYFISHILAFFAASDGIVNENLVERFSQEVQVPEARCFYGFQILIENVHSEMYSLLIDTYIRDPKKREFLFNAIETMPYVKKKADWALRWIADRKSTFGERVVAFAAVEGIFFSGSFAAIFWLKKRGLMPGLTFSNELISRDEGLHCDFACLMFQYLVNKPSEDRVREIIADAVQIEQEFLTEALPVGLIGMNCVLMKQYIEFVADRLLGELGFS.... (4) The miRNA is hsa-miR-8079 with sequence CAGUGAUCGUCUCUGCUGGC. The protein sequence of the target gene is MEIGSAGPAGAQPLLMVPRRPGYGTMGKPIKLLANCFQVEIPKIDVYLYEVDIKPDKCPRRVNREVVDSMVQHFKVTIFGDRRPVYDGKRSLYTANPLPVATTGVDLDVTLPGEGGKDRPFKVSIKFVSRVSWHLLHEVLTGRTLPEPLELDKPISTNPVHAVDVVLRHLPSMKYTPVGRSFFSAPEGYDHPLGGGREVWFGFHQSVRPAMWKMMLNIDVSATAFYKAQPVIQFMCEVLDIHNIDEQPRPLTDSHRVKFTKEIKGLKVEVTHCGTMRRKYRVCNVTRRPASHQTFPLQLE.... Result: 1 (interaction). (5) The miRNA is hsa-miR-532-3p with sequence CCUCCCACACCCAAGGCUUGCA. The protein sequence of the target gene is MALTDIDVQKQIKHMMAFIEQEANEKAEEIDAKAEEEFNIEKGRLVQTQRLKIMDYFEKKEKQIEQQKKIQLSTMRNQARITVLRARDNLILELLKDAKMRLSRIVSDEEIYQDLLDKLVLQALLRLLEPVMIVRCRPQDLHLVESAVLRAIPQYMRLCQKHLEVQVDQTEHLPSNAAGGVEVYSSDQKIKVSNTLESRLNLAAMQKMPEIRGILFGDNTSRKFFT. Result: 0 (no interaction). (6) The protein sequence of the target gene is MFRLKTLPLLIFLHTQLANAFPVPEHLEEKNIKTAENYLRKFYNLPSNQFRSSRNATMVAEKLKEMQRFFSLAETGKLDAATMGIMEMPRCGVPDSGDFLLTPGSPKWTHTNLTYRIINHTPQLSRAEVKTAIEKAFHVWSVASPLTFTEILQGEADINIAFVSRDHGDNSPFDGPNGILAHAFQPGQGIGGDAHFDSEETWTQDSKNYNLFLVAAHEFGHSLGLSHSTDPGALMYPNYAYREPSTYSLPQDDINGIQTIYGPSDNPIQPTGPSTPKACDPHLRFDATTTLRGEIYFFKD.... Result: 0 (no interaction). The miRNA is hsa-miR-4286 with sequence ACCCCACUCCUGGUACC.